From a dataset of Reaction yield outcomes from USPTO patents with 853,638 reactions. Predict the reaction yield, written as a fraction of the theoretical maximum amount of product (1.0 means a 100% yield; for example, 0.34 means a 34% yield). (1) The product is [CH3:1][O:2][C:3](=[O:39])[CH2:4][CH2:5][NH:6][C:7]([C:9]1[S:10][C:11]([C:14]2([CH2:19][O:20][C:21]3[CH:26]=[C:25]([CH3:27])[C:24]([C:28]4[CH:29]=[CH:30][C:31]([C:34]([F:37])([F:36])[F:35])=[CH:32][CH:33]=4)=[C:23]([CH3:38])[CH:22]=3)[CH2:18][CH2:17][CH2:16][CH2:15]2)=[CH:12][CH:13]=1)=[O:8]. The catalyst is CCO.[Pd]. The reactants are [CH3:1][O:2][C:3](=[O:39])[CH2:4][CH2:5][NH:6][C:7]([C:9]1[S:10][C:11]([C:14]2([CH2:19][O:20][C:21]3[CH:26]=[C:25]([CH3:27])[C:24]([C:28]4[CH:33]=[CH:32][C:31]([C:34]([F:37])([F:36])[F:35])=[CH:30][CH:29]=4)=[C:23]([CH3:38])[CH:22]=3)[CH2:18][CH:17]=[CH:16][CH2:15]2)=[CH:12][CH:13]=1)=[O:8]. The yield is 0.930. (2) The reactants are C(O)(C(F)(F)F)=O.[F:8][C:9]1[CH:10]=[C:11]([NH:20][C:21]([C@H:23]2[C:32]3[C:27](=[CH:28][C:29]([O:33][CH3:34])=[CH:30][CH:31]=3)[CH2:26][CH2:25][N:24]2[C:35]([CH:37]2[CH2:40][CH:39]([CH2:41][C:42]([O:44]C(C)(C)C)=[O:43])[CH2:38]2)=[O:36])=[O:22])[CH:12]=[C:13]([F:19])[C:14]=1[Si:15]([CH3:18])([CH3:17])[CH3:16].C(=O)([O-])O.[Na+]. No catalyst specified. The product is [F:8][C:9]1[CH:10]=[C:11]([NH:20][C:21]([C@H:23]2[C:32]3[C:27](=[CH:28][C:29]([O:33][CH3:34])=[CH:30][CH:31]=3)[CH2:26][CH2:25][N:24]2[C:35]([CH:37]2[CH2:40][CH:39]([CH2:41][C:42]([OH:44])=[O:43])[CH2:38]2)=[O:36])=[O:22])[CH:12]=[C:13]([F:19])[C:14]=1[Si:15]([CH3:17])([CH3:18])[CH3:16]. The yield is 0.656.